Dataset: Reaction yield outcomes from USPTO patents with 853,638 reactions. Task: Predict the reaction yield, written as a fraction of the theoretical maximum amount of product (1.0 means a 100% yield; for example, 0.34 means a 34% yield). The reactants are I[C@H:2]1[CH2:19][CH2:18][C@@:17]2([CH3:20])[C:4](=[CH:5][CH2:6][C@@H:7]3[C@@H:16]2[CH2:15][CH2:14][C@@:12]2([CH3:13])[C@H:8]3[CH2:9][CH2:10][C:11]2=[O:21])[CH2:3]1.C(O)(=[O:24])C. The catalyst is [Zn]. The product is [CH3:20][C@@:17]12[C@H:16]3[CH2:15][CH2:14][C@:12]4([CH3:13])[C:11](=[O:21])[CH2:10][CH2:9][C@H:8]4[C@@H:7]3[CH2:6][CH2:5][C@H:4]1[CH2:3][C@@H:2]([OH:24])[CH2:19][CH2:18]2. The yield is 0.950.